Binary Classification. Given a miRNA mature sequence and a target amino acid sequence, predict their likelihood of interaction. From a dataset of Experimentally validated miRNA-target interactions with 360,000+ pairs, plus equal number of negative samples. (1) The miRNA is hsa-miR-1258 with sequence AGUUAGGAUUAGGUCGUGGAA. The protein sequence of the target gene is MPATAYERVVYKSPSEYHYMKVCLEFQEHGVGLNVAQFKQLLVSALRDLFGEVGAALPVDVLTYDEKTLSAILRICSSGLVKLWSSLTLFGAYKSKKCAFRVIQVSPFLLALSGNSREQVLD. Result: 0 (no interaction). (2) The miRNA is hsa-miR-30c-1-3p with sequence CUGGGAGAGGGUUGUUUACUCC. The protein sequence of the target gene is MARLLWLLRGLTLGTAPRRAVRGQAGGGGPGTGPGLGEAGSLATCELPLAKSEWQKKLTPEQFYVTREKGTEPPFSGIYLNNKEAGMYHCVCCDSPLFSSEKKYCSGTGWPSFSEAHGTSGSDESHTGILRRLDTSLGSARTEVVCKQCEAHLGHVFPDGPGPNGQRFCINSVALKFKPRKH. Result: 1 (interaction). (3) The miRNA is rno-miR-31a-5p with sequence AGGCAAGAUGCUGGCAUAGCUG. The protein sequence of the target gene is MAGAATQASLESAPRIMRLVAECSRSRARAGELWLPHGTVATPVFMPVGTQATMKGITTEQLDALGCRICLGNTYHLGLRPGPELIQKANGLHGFMNWPHNLLTDSGGFQMVSLVSLSEVTEEGVRFRSPYDGNETLLSPEKSVQIQNALGSDIIMQLDDVVSSTVTGPRVEEAMYRSIRWLDRCIAAHQRPDKQNLFAIIQGGLDADLRATCLEEMTKRDVPGFAIGGLSGGESKSQFWRMVALSTSRLPKDKPRYLMGVGYATDLVVCVALGCDMFDCVFPTRTARFGSALVPTGNLQ.... Result: 0 (no interaction). (4) The miRNA is hsa-miR-3187-5p with sequence CCUGGGCAGCGUGUGGCUGAAGG. The protein sequence of the target gene is MGKRAGGAAAAAAAASTSSAAGLEPAAGRGGGPRSAAAGLLGALHLVMTLVVAAARAEKEAFIQSESIIEVLRFDDGGLLQTETTLGLGSYQQKSISLYRGNCRPIRFEPPMLDFHEQPVGMPKMEKVYLHNPSSEETITLVSISATTSHFHASFFQNRKILPGGNTSFDVVFLARVVGNVENTLFINTSNHGVFTYQVFGVGVPNPYRLRPFLGARVPVNSSFSPIINIHNPHSEPLQVVEMYSSGGDLHLELPTGQQGGTRKLWEIPPYETKGVMRASFSSREADNHTAFIRIKTNAS.... Result: 0 (no interaction). (5) The miRNA is hsa-miR-513c-3p with sequence UAAAUUUCACCUUUCUGAGAAGA. The protein sequence of the target gene is MTNKCLLQIALLLCFSTTALSMSYNLLGFLQRSSNFQCQKLLWQLNGRLEYCLKDRMNFDIPEEIKQLQQFQKEDAALTIYEMLQNIFAIFRQDSSSTGWNETIVENLLANVYHQINHLKTVLEEKLEKEDFTRGKLMSSLHLKRYYGRILHYLKAKEYSHCAWTIVRVEILRNFYFINRLTGYLRN. Result: 1 (interaction). (6) The miRNA is cfa-miR-539 with sequence GGAGAAAUUAUCCUUGGUGUGU. The protein sequence of the target gene is MNSGREPRTPRTLLSIADILAPRMVPRAPSAPQLPESGPGPTSPLCALEELTSKTFRGLDARALQPSEGRAGPDALGPGPFGRKRRKSRTAFTAQQVLELERRFVFQKYLAPSERDGLATRLGLANAQVVTWFQNRRAKLKRDVEEMRADVASLRALSPEVLCSLALPEGAPDPGLCLGPAGPDSRPHLSDEEIQVDD. Result: 0 (no interaction). (7) The miRNA is hsa-miR-6833-5p with sequence GUGUGGAAGAUGGGAGGAGAAA. The protein sequence of the target gene is MTTKDYPSLWGFGTTKTFKIPIEHLDFKYIEKCSDVKHLEKILCVLRSGEEGYYPELTEFCEKHLQALAPESRALRKDKPAATAASFTAEEWEKIDGDIKSWVSEIKKEEDKMHFHETETFPAMKDNLPPVRGSNSCLHVGKEKYSKRPTKKKTPRDYAEWDKFDVEKECLKIDEDYKEKTVIDKSHLSKIETRIDTAGLTEKEKDFLATREKEKGNEAFNSGDYEEAVMYYTRSISALPTVVAYNNRAQAEIKLQNWNSAFQDCEKVLELEPGNVKALLRRATTYKHQNKLREATEDLS.... Result: 0 (no interaction).